From a dataset of Experimentally validated miRNA-target interactions with 360,000+ pairs, plus equal number of negative samples. Binary Classification. Given a miRNA mature sequence and a target amino acid sequence, predict their likelihood of interaction. (1) The miRNA is hsa-miR-302a-5p with sequence ACUUAAACGUGGAUGUACUUGCU. The protein sequence of the target gene is MSGRGKQGGKARAKAKSRSSRAGLQFPVGRVHRLLRKGNYAERVGAGAPVYLAAVLEYLTAEILELAGNAARDNKKTRIIPRHLQLAVRNDEELNKLLGGVTIAQGGVLPNIQAVLLPKKTESHKPGKNK. Result: 1 (interaction). (2) The miRNA is mmu-miR-3061-5p with sequence CAGUGGGCCGUGAAAGGUAGCC. The protein sequence of the target gene is MGTTEATLRMENVDVRDEWQDEDLPRPLPEDTGVERLGGAVEDSSSPPSTLNLSGAHRKRKTLVAPEINISLDQSEGSLLSDDFLDTPDDLDINVDDIETPDETDSLEFLGNGNELEWEDDTPVATAKNMPGDSADLFGDGSAEDGSAANGRLWRTVIIGEQEHRIDLHMIRPYMKVVTHGGYYGEGLNAIIVFAACFLPDSSSPDYHYIMENLFLYVISSLELLVAEDYMIVYLNGATPRRRMPGIGWLKKCYHMIDRRLRKNLKSLIIVHPSWFIRTVLAISRPFISVKFISKIQYVH.... Result: 0 (no interaction). (3) The miRNA is hsa-miR-4683 with sequence UGGAGAUCCAGUGCUCGCCCGAU. The protein sequence of the target gene is MAAGAGTAGPASGPGVVRDPAASQPRKRPGREGGEGARRSDTMAGGGGSSDGSGRAAGRRASRSSGRARRGRHEPGLGGPAERGAGEARLEEAVNRWVLKFYFHEALRAFRGSRYGDFRQIRDIMQALLVRPLGKEHTVSRLLRVMQCLSRIEEGENLDCSFDMEAELTPLESAINVLEMIKTEFTLTEAVVESSRKLVKEAAVIICIKNKEFEKASKILKKHMSKDPTTQKLRNDLLNIIREKNLAHPVIQNFSYETFQQKMLRFLESHLDDAEPYLLTMAKKALKSESAASSTGKEDK.... Result: 1 (interaction).